Dataset: Catalyst prediction with 721,799 reactions and 888 catalyst types from USPTO. Task: Predict which catalyst facilitates the given reaction. (1) Reactant: [Br:1][C:2]1[CH:7]=[CH:6][C:5]([Cl:8])=[CH:4][C:3]=1[N+:9]([O-])=O.[CH:12]([Mg]Br)=[CH2:13].[NH4+].[Cl-]. Product: [Br:1][C:2]1[CH:7]=[CH:6][C:5]([Cl:8])=[C:4]2[C:3]=1[NH:9][CH:13]=[CH:12]2. The catalyst class is: 7. (2) Reactant: Cl[C:2]1[C:11]2[C:6](=[CH:7][CH:8]=[CH:9][CH:10]=2)[N:5]=[C:4]([C:12]2[CH:17]=[CH:16][C:15]([O:18][C:19]([F:22])([F:21])[F:20])=[CH:14][CH:13]=2)[CH:3]=1.[F:23][C:24]([F:31])([F:30])[C:25]1[CH:29]=[CH:28][NH:27][N:26]=1.[H-].[Na+]. Product: [F:20][C:19]([F:22])([F:21])[O:18][C:15]1[CH:16]=[CH:17][C:12]([C:4]2[CH:3]=[C:2]([N:27]3[CH:28]=[CH:29][C:25]([C:24]([F:31])([F:30])[F:23])=[N:26]3)[C:11]3[C:6](=[CH:7][CH:8]=[CH:9][CH:10]=3)[N:5]=2)=[CH:13][CH:14]=1. The catalyst class is: 39. (3) Reactant: [CH3:1][O:2][C:3]([C@H:5]1[CH2:10][CH2:9][C@H:8]([C:11](=O)[NH:12][CH2:13][C:14]([C:16]2[CH:21]=[CH:20][CH:19]=[C:18]([Br:22])[N:17]=2)=O)[CH2:7][CH2:6]1)=[O:4].COC1C=CC(P2(SP(C3C=CC(OC)=CC=3)(=S)S2)=[S:33])=CC=1. Product: [CH3:1][O:2][C:3]([C@H:5]1[CH2:10][CH2:9][C@H:8]([C:11]2[S:33][C:14]([C:16]3[CH:21]=[CH:20][CH:19]=[C:18]([Br:22])[N:17]=3)=[CH:13][N:12]=2)[CH2:7][CH2:6]1)=[O:4]. The catalyst class is: 7. (4) Reactant: [Cl:1][C:2]1[C:7]([NH2:8])=[CH:6][N:5]=[C:4]2[NH:9][CH:10]=[CH:11][C:3]=12.Cl[C:13]1[C:18]([C:19]#[N:20])=[CH:17][N:16]=[C:15]2[S:21][C:22]([C:24]3[CH:29]=[CH:28][CH:27]=[C:26]([CH2:30][N:31]([CH3:33])[CH3:32])[CH:25]=3)=[CH:23][C:14]=12.P([O-])([O-])([O-])=O.[K+].[K+].[K+].C1(P(C2CCCCC2)C2C=CC=CC=2C2C(N(C)C)=CC=CC=2)CCCCC1. Product: [Cl:1][C:2]1[C:7]([NH:8][C:13]2[C:18]([C:19]#[N:20])=[CH:17][N:16]=[C:15]3[S:21][C:22]([C:24]4[CH:29]=[CH:28][CH:27]=[C:26]([CH2:30][N:31]([CH3:33])[CH3:32])[CH:25]=4)=[CH:23][C:14]=23)=[CH:6][N:5]=[C:4]2[NH:9][CH:10]=[CH:11][C:3]=12. The catalyst class is: 12. (5) Reactant: Cl.[C:2]1([C:8]2([C:14]#[N:15])[CH2:13][CH2:12][NH:11][CH2:10][CH2:9]2)[CH:7]=[CH:6][CH:5]=[CH:4][CH:3]=1.[F:16][C:17]([F:28])([F:27])[C:18](O[C:18](=[O:19])[C:17]([F:28])([F:27])[F:16])=[O:19]. Product: [C:2]1([C:8]2([C:14]#[N:15])[CH2:9][CH2:10][N:11]([C:18](=[O:19])[C:17]([F:28])([F:27])[F:16])[CH2:12][CH2:13]2)[CH:3]=[CH:4][CH:5]=[CH:6][CH:7]=1. The catalyst class is: 228. (6) Reactant: [Cl:1][C:2]1[CH:3]=[C:4]([C:8]2[O:9][N:10]=[C:11]3[CH:16]=[CH:15][C:14]([C:17]([C:19]4[CH:24]=[CH:23][C:22]([F:25])=[CH:21][CH:20]=4)=[O:18])=[CH:13][C:12]=23)[CH:5]=[CH:6][CH:7]=1. Product: [NH2:10][C:11]1[CH:16]=[CH:15][C:14]([C:17](=[O:18])[C:19]2[CH:24]=[CH:23][C:22]([F:25])=[CH:21][CH:20]=2)=[CH:13][C:12]=1[C:8]([C:4]1[CH:5]=[CH:6][CH:7]=[C:2]([Cl:1])[CH:3]=1)=[O:9]. The catalyst class is: 20. (7) Reactant: Cl[C:2]1[CH:16]=[CH:15][C:5]([C:6]([NH:8][CH2:9][CH2:10][CH2:11][C:12]([OH:14])=[O:13])=[O:7])=[C:4]([OH:17])[CH:3]=1.[OH-].[Na+:19]. Product: [OH:17][C:4]1[CH:3]=[CH:2][CH:16]=[CH:15][C:5]=1[C:6]([NH:8][CH2:9][CH2:10][CH2:11][C:12]([O-:14])=[O:13])=[O:7].[Na+:19]. The catalyst class is: 32. (8) Reactant: C1(P(=O)(C2C=CC=CC=2)C2C=CC=CC=2)C=CC=CC=1.FC(F)(F)S(OS(C(F)(F)F)(=O)=O)(=O)=O.C([S:43][C:44]([CH3:76])([CH2:68][CH2:69][N:70]1[CH2:75][CH2:74][O:73][CH2:72][CH2:71]1)[CH2:45][NH:46][C:47]([C:49]1[NH:50][C:51]2[C:56]([CH:57]=1)=[CH:55][CH:54]=[CH:53][C:52]=2[N:58]([CH3:67])[S:59]([C:62]1[S:63][CH:64]=[CH:65][CH:66]=1)(=[O:61])=[O:60])=O)C1C=CC=CC=1.C(=O)([O-])O.[Na+]. Product: [CH3:67][N:58]([C:52]1[CH:53]=[CH:54][CH:55]=[C:56]2[C:51]=1[NH:50][C:49]([C:47]1[S:43][C:44]([CH3:76])([CH2:68][CH2:69][N:70]3[CH2:75][CH2:74][O:73][CH2:72][CH2:71]3)[CH2:45][N:46]=1)=[CH:57]2)[S:59]([C:62]1[S:63][CH:64]=[CH:65][CH:66]=1)(=[O:61])=[O:60]. The catalyst class is: 10.